This data is from Merck oncology drug combination screen with 23,052 pairs across 39 cell lines. The task is: Regression. Given two drug SMILES strings and cell line genomic features, predict the synergy score measuring deviation from expected non-interaction effect. (1) Drug 1: C=CCn1c(=O)c2cnc(Nc3ccc(N4CCN(C)CC4)cc3)nc2n1-c1cccc(C(C)(C)O)n1. Drug 2: CCC1(O)C(=O)OCc2c1cc1n(c2=O)Cc2cc3c(CN(C)C)c(O)ccc3nc2-1. Cell line: UACC62. Synergy scores: synergy=4.17. (2) Drug 1: O=S1(=O)NC2(CN1CC(F)(F)F)C1CCC2Cc2cc(C=CCN3CCC(C(F)(F)F)CC3)ccc2C1. Drug 2: CCc1cnn2c(NCc3ccc[n+]([O-])c3)cc(N3CCCCC3CCO)nc12. Synergy scores: synergy=2.93. Cell line: DLD1.